This data is from Catalyst prediction with 721,799 reactions and 888 catalyst types from USPTO. The task is: Predict which catalyst facilitates the given reaction. Reactant: CC[CH2:3][CH2:4][CH2:5][C:6]1[CH:7]=[C:8]([OH:23])[C:9]2[C@@H:15]3[CH:16]=[C:17](C)[CH2:18][CH2:19][C@H:14]3C(C)(C)O[C:10]=2[CH:11]=1.C([O-])(=[O:26])C.[Na+].C(#N)C.C(O)(C(F)(F)F)=O. Product: [CH:18]1[CH:19]=[CH:14][C:15](/[CH:9]=[C:8]2/[C:7]([C:6]3[C:5]([O:23]/2)=[CH:4][CH:3]=[CH:10][CH:11]=3)=[O:26])=[CH:16][CH:17]=1. The catalyst class is: 40.